From a dataset of Peptide-MHC class II binding affinity with 134,281 pairs from IEDB. Regression. Given a peptide amino acid sequence and an MHC pseudo amino acid sequence, predict their binding affinity value. This is MHC class II binding data. (1) The peptide sequence is SQRLELSWNLNGLQAY. The MHC is HLA-DQA10101-DQB10501 with pseudo-sequence HLA-DQA10101-DQB10501. The binding affinity (normalized) is 0.596. (2) The peptide sequence is PGGAKKPLRPRWCDE. The MHC is DRB1_0801 with pseudo-sequence DRB1_0801. The binding affinity (normalized) is 0.371. (3) The peptide sequence is VAVSIKMKLVSISNF. The MHC is H-2-IAb with pseudo-sequence H-2-IAb. The binding affinity (normalized) is 0.